Dataset: Catalyst prediction with 721,799 reactions and 888 catalyst types from USPTO. Task: Predict which catalyst facilitates the given reaction. (1) Reactant: C(OC([N:8]1[CH2:11][CH:10]([C:12]2[S:13][C:14]3[CH:20]=[CH:19][CH:18]=[CH:17][C:15]=3[N:16]=2)[CH2:9]1)=O)(C)(C)C.[C:21]([OH:27])([C:23]([F:26])([F:25])[F:24])=[O:22]. Product: [F:24][C:23]([F:26])([F:25])[C:21]([OH:27])=[O:22].[S:13]1[C:14]2[CH:20]=[CH:19][CH:18]=[CH:17][C:15]=2[N:16]=[C:12]1[CH:10]1[CH2:9][NH:8][CH2:11]1. The catalyst class is: 2. (2) Reactant: [Br:1][C:2]1[CH:15]=[CH:14][C:5]2[N:6]=[C:7]([CH:9]3[CH2:12][C:11](=O)[CH2:10]3)[S:8][C:4]=2[CH:3]=1.[CH3:16][C@@H:17]1[CH2:21][CH2:20][CH2:19][NH:18]1.N1C=CC=CC=1.B. The catalyst class is: 429. Product: [Br:1][C:2]1[CH:15]=[CH:14][C:5]2[N:6]=[C:7]([C@H:9]3[CH2:12][C@@H:11]([N:18]4[CH2:19][CH2:20][CH2:21][C@H:17]4[CH3:16])[CH2:10]3)[S:8][C:4]=2[CH:3]=1. (3) Reactant: [CH3:1][N:2]1[C:10]2[C:5](=[N:6][C:7]([C@H:17]([NH2:19])[CH3:18])=[C:8]([N:11]3[CH2:16][CH2:15][O:14][CH2:13][CH2:12]3)[CH:9]=2)[CH:4]=[CH:3]1.[NH2:20][C:21]1[N:26]=[C:25]([NH2:27])[C:24]([C:28]#[N:29])=[C:23](Cl)[N:22]=1.CCN(CC)CC.C(=O)(O)[O-].[Na+]. Product: [NH2:20][C:21]1[N:26]=[C:25]([NH2:27])[C:24]([C:28]#[N:29])=[C:23]([NH:19][C@@H:17]([C:7]2[N:6]=[C:5]3[CH:4]=[CH:3][N:2]([CH3:1])[C:10]3=[CH:9][C:8]=2[N:11]2[CH2:12][CH2:13][O:14][CH2:15][CH2:16]2)[CH3:18])[N:22]=1. The catalyst class is: 3. (4) Reactant: [CH:1]([CH:3]=O)=[O:2].[CH2:5]([NH:7][CH:8]([CH3:13])[C:9]([CH3:12])([OH:11])[CH3:10])[CH3:6]. Product: [CH2:5]([N:7]1[CH:8]([CH3:13])[C:9]([CH3:12])([CH3:10])[O:11][C:1](=[O:2])[CH2:3]1)[CH3:6]. The catalyst class is: 11. (5) The catalyst class is: 12. Product: [Cl:11][C:4]1[CH:5]=[C:6]2[C:10](=[C:2]([B:15]3[O:16][C:17]([CH3:19])([CH3:18])[C:13]([CH3:29])([CH3:12])[O:14]3)[CH:3]=1)[NH:9][CH:8]=[CH:7]2. Reactant: Br[C:2]1[CH:3]=[C:4]([Cl:11])[CH:5]=[C:6]2[C:10]=1[NH:9][CH:8]=[CH:7]2.[CH3:12][C:13]1([CH3:29])[C:17]([CH3:19])([CH3:18])[O:16][B:15]([B:15]2[O:16][C:17]([CH3:19])([CH3:18])[C:13]([CH3:29])([CH3:12])[O:14]2)[O:14]1.CC([O-])=O.[K+].